This data is from Full USPTO retrosynthesis dataset with 1.9M reactions from patents (1976-2016). The task is: Predict the reactants needed to synthesize the given product. (1) Given the product [C:17]([NH:20][C:21]1[CH:30]=[CH:29][C:28]2[C:23](=[CH:24][C:25]([CH2:31][NH:13][CH2:12][CH2:11][C:10]3[CH:14]=[CH:15][CH:16]=[C:8]([F:7])[CH:9]=3)=[CH:26][CH:27]=2)[N:22]=1)(=[O:19])[CH3:18], predict the reactants needed to synthesize it. The reactants are: C([O-])([O-])=O.[Cs+].[Cs+].[F:7][C:8]1[CH:9]=[C:10]([CH:14]=[CH:15][CH:16]=1)[CH2:11][CH2:12][NH2:13].[C:17]([NH:20][C:21]1[CH:30]=[CH:29][C:28]2[C:23](=[CH:24][C:25]([CH2:31]Br)=[CH:26][CH:27]=2)[N:22]=1)(=[O:19])[CH3:18]. (2) Given the product [CH3:13][C:9]1([C@H:8]2[NH:7][C:6](=[O:14])[C@H:5]2[O:4][Si:17]([CH2:20][CH3:21])([CH2:18][CH3:19])[CH2:15][CH3:16])[CH2:10][O:11][CH2:12]1, predict the reactants needed to synthesize it. The reactants are: C([O:4][C@H:5]1[C@@H:8]([C:9]2([CH3:13])[CH2:12][O:11][CH2:10]2)[NH:7][C:6]1=[O:14])(=O)C.[CH2:15]([Si:17](Cl)([CH2:20][CH3:21])[CH2:18][CH3:19])[CH3:16]. (3) The reactants are: Cl.[NH2:2][CH:3]([C:9](=[O:16])[CH:10]1[CH2:15][CH2:14][O:13][CH2:12][CH2:11]1)[C:4]([O:6][CH2:7][CH3:8])=[O:5].Cl.N[CH:19](C(=O)C1CCOC1)[C:20](OCC)=O.O1CCC(C(Cl)=O)CC1.C(OCC)(OCC)(OCC)C. Given the product [CH3:19][C:20]1[O:16][C:9]([CH:10]2[CH2:15][CH2:14][O:13][CH2:12][CH2:11]2)=[C:3]([C:4]([O:6][CH2:7][CH3:8])=[O:5])[N:2]=1, predict the reactants needed to synthesize it. (4) The reactants are: [CH2:1]([NH:8][C:9]([C:11]1[C:12]([NH:20][CH2:21][C:22]2[CH:27]=[CH:26][C:25]([O:28][CH3:29])=[C:24]([Cl:30])[CH:23]=2)=[N:13][C:14](S(C)=O)=[N:15][CH:16]=1)=[O:10])[C:2]1[CH:7]=[CH:6][CH:5]=[CH:4][CH:3]=1.CCN(C(C)C)C(C)C.Cl.[O:41]=[C:42]1[CH2:48][CH:47]2[NH:49][CH:44]([CH2:45][CH2:46]2)[CH2:43]1.O. Given the product [CH2:1]([NH:8][C:9]([C:11]1[C:12]([NH:20][CH2:21][C:22]2[CH:27]=[CH:26][C:25]([O:28][CH3:29])=[C:24]([Cl:30])[CH:23]=2)=[N:13][C:14]([N:49]2[CH:44]3[CH2:45][CH2:46][CH:47]2[CH2:48][C:42](=[O:41])[CH2:43]3)=[N:15][CH:16]=1)=[O:10])[C:2]1[CH:7]=[CH:6][CH:5]=[CH:4][CH:3]=1, predict the reactants needed to synthesize it. (5) The reactants are: [H-].[Na+].[C:3](=[O:10])([O:7][CH2:8][CH3:9])OCC.[C:11]([C:14]1[S:15][CH:16]=[CH:17][CH:18]=1)(=[O:13])[CH3:12].O. Given the product [CH2:8]([O:7][C:3](=[O:10])[CH2:12][C:11]([C:14]1[S:15][CH:16]=[CH:17][CH:18]=1)=[O:13])[CH3:9], predict the reactants needed to synthesize it.